The task is: Predict the product of the given reaction.. This data is from Forward reaction prediction with 1.9M reactions from USPTO patents (1976-2016). (1) The product is: [CH3:6][C:2]([CH3:7])([N:11]1[CH2:10][CH2:9][N:8]([C:14]([O:16][CH2:17][C:18]2[CH:23]=[CH:22][CH:21]=[CH:20][CH:19]=2)=[O:15])[CH2:13][CH2:12]1)[C:3]([OH:5])=[O:4]. Given the reactants Br[C:2]([CH3:7])([CH3:6])[C:3]([OH:5])=[O:4].[N:8]1([C:14]([O:16][CH2:17][C:18]2[CH:23]=[CH:22][CH:21]=[CH:20][CH:19]=2)=[O:15])[CH2:13][CH2:12][NH:11][CH2:10][CH2:9]1.C(N(CC)CC)C, predict the reaction product. (2) Given the reactants CON(C)[C:4](=[O:17])[C:5]1[CH:10]=[CH:9][C:8]([S:11]([F:16])([F:15])([F:14])([F:13])[F:12])=[CH:7][CH:6]=1.[CH3:19][Li], predict the reaction product. The product is: [F:12][S:11]([F:16])([F:15])([F:14])([F:13])[C:8]1[CH:9]=[CH:10][C:5]([C:4](=[O:17])[CH3:19])=[CH:6][CH:7]=1. (3) The product is: [CH3:8][C:7]1[O:6][C:5]([C:9]2[CH:18]=[CH:17][C:12]([C:13]([O:15][CH3:16])=[O:14])=[CH:11][CH:10]=2)=[N:4][C:3]=1[CH2:2][S:26][C:23]1[CH:24]=[CH:25][C:20]([CH3:19])=[CH:21][CH:22]=1. Given the reactants Cl[CH2:2][C:3]1[N:4]=[C:5]([C:9]2[CH:18]=[CH:17][C:12]([C:13]([O:15][CH3:16])=[O:14])=[CH:11][CH:10]=2)[O:6][C:7]=1[CH3:8].[CH3:19][C:20]1[CH:25]=[CH:24][C:23]([SH:26])=[CH:22][CH:21]=1.C(=O)([O-])[O-].[Cs+].[Cs+], predict the reaction product.